This data is from Full USPTO retrosynthesis dataset with 1.9M reactions from patents (1976-2016). The task is: Predict the reactants needed to synthesize the given product. (1) Given the product [F:1][C:2]1[CH:3]=[C:4]([CH2:13][CH2:14][C:15]2[CH:16]=[CH:17][C:18]([O:21][CH2:23][C:24]([OH:26])=[O:25])=[CH:19][CH:20]=2)[C:5]2[O:9][C:8]([CH3:11])([CH3:10])[CH2:7][C:6]=2[CH:12]=1, predict the reactants needed to synthesize it. The reactants are: [F:1][C:2]1[CH:3]=[C:4]([CH2:13][CH2:14][C:15]2[CH:20]=[CH:19][C:18]([OH:21])=[CH:17][CH:16]=2)[C:5]2[O:9][C:8]([CH3:11])([CH3:10])[CH2:7][C:6]=2[CH:12]=1.Br[CH2:23][C:24]([O:26]CC)=[O:25].C(=O)([O-])[O-].[Cs+].[Cs+]. (2) Given the product [CH:12]1([CH2:15][NH:16][C:17](=[O:41])[C:18]2[CH:19]=[C:20]([F:40])[C:21]([CH3:39])=[C:22]([C:24]3[CH:29]=[C:28]4[NH:30][C:31](=[O:38])[C:32]5([CH2:37][CH2:36][S:35](=[O:9])(=[O:42])[CH2:34][CH2:33]5)[C:27]4=[CH:26][CH:25]=3)[CH:23]=2)[CH2:14][CH2:13]1, predict the reactants needed to synthesize it. The reactants are: ClC1C=CC=C(C(OO)=[O:9])C=1.[CH:12]1([CH2:15][NH:16][C:17](=[O:41])[C:18]2[CH:23]=[C:22]([C:24]3[CH:29]=[C:28]4[NH:30][C:31](=[O:38])[C:32]5([CH2:37][CH2:36][S:35][CH2:34][CH2:33]5)[C:27]4=[CH:26][CH:25]=3)[C:21]([CH3:39])=[C:20]([F:40])[CH:19]=2)[CH2:14][CH2:13]1.[OH2:42]. (3) Given the product [F:1][C:2]1[CH:7]=[CH:6][C:5]([C:8]2[N:12]([CH3:13])[N:11]=[CH:10][C:9]=2/[CH:14]=[CH:15]/[C:16]([NH:18][C:19]2[CH:33]=[CH:32][C:22]([CH2:23][NH:24][C:25](=[O:31])[CH2:35][CH3:36])=[CH:21][CH:20]=2)=[O:17])=[CH:4][CH:3]=1, predict the reactants needed to synthesize it. The reactants are: [F:1][C:2]1[CH:7]=[CH:6][C:5]([C:8]2[N:12]([CH3:13])[N:11]=[CH:10][C:9]=2/[CH:14]=[CH:15]/[C:16]([NH:18][C:19]2[CH:33]=[CH:32][C:22]([CH2:23][NH:24][C:25](=[O:31])OC(C)(C)C)=[CH:21][CH:20]=2)=[O:17])=[CH:4][CH:3]=1.Cl.[C:35](OCC)(=O)[CH3:36]. (4) Given the product [CH2:44]([O:43][C:37](=[O:42])[CH2:38][CH2:39][CH:3]=[CH:2][CH2:1][CH:4]1[N:27]([C:28]([O:30][C:31]([CH3:34])([CH3:33])[CH3:32])=[O:29])[C:8]2=[N:9][C:10]([C:20]3[CH:21]=[CH:22][C:23]([CH3:26])=[CH:24][CH:25]=3)=[C:11]([C:13]3[CH:18]=[CH:17][C:16]([CH3:19])=[CH:15][CH:14]=3)[N:12]=[C:7]2[CH2:6][CH2:5]1)[CH3:45], predict the reactants needed to synthesize it. The reactants are: [CH2:1]([CH:4]1[N:27]([C:28]([O:30][C:31]([CH3:34])([CH3:33])[CH3:32])=[O:29])[C:8]2=[N:9][C:10]([C:20]3[CH:25]=[CH:24][C:23]([CH3:26])=[CH:22][CH:21]=3)=[C:11]([C:13]3[CH:18]=[CH:17][C:16]([CH3:19])=[CH:15][CH:14]=3)[N:12]=[C:7]2[CH2:6][CH2:5]1)[CH:2]=[CH2:3].N#N.[C:37]([O:43][CH2:44][CH3:45])(=[O:42])[CH2:38][CH2:39]C=C.